The task is: Binary Classification. Given a miRNA mature sequence and a target amino acid sequence, predict their likelihood of interaction.. This data is from Experimentally validated miRNA-target interactions with 360,000+ pairs, plus equal number of negative samples. (1) The miRNA is hsa-miR-4311 with sequence GAAAGAGAGCUGAGUGUG. Result: 0 (no interaction). The protein sequence of the target gene is MAVAGQLCLLYLSAGLLARLGTAFNLDTREDNVIRKSGDPGSLFGFSLAMHWQLQPEDKRLLLVGAPRAEALPLQRANRTGGLYSCDITSRGPCTRIEFDNDADPMSESKEDQWMGVTVQSQGPGGKVVTCAHRYEKRQHVNTKQESRDIFGRCYVLSQNLRIEDDMDGGDWSFCDGRLRGHEKFGSCQQGVAATFTKDFHYIVFGAPGTYNWKGIVRVEQKNNTFFDMNIFEDGPYEVGGETDHDESLVPVPANSYLGFSLDSGKGIVSKDDITFVSGAPRANHSGAVVLLKRDMKSAH.... (2) Result: 0 (no interaction). The miRNA is hsa-miR-1277-5p with sequence AAAUAUAUAUAUAUAUGUACGUAU. The protein sequence of the target gene is MLSDELESKPELLVQFVQNTSIPLGQGLVESEAKDITCLSLLPVTEASECSRLMLPDDTTNHSNSSKEVPSSAVLRSLRVNVGPDGEETRAQTVQKSPEFLSTSESSSLLQDLQPSDSTSFILLNLTRAGLGSSAEHLVFVQDEAEDSGNDFLSSESTDSSIPWFLRVQELAHDSLIAATRAQLAKNAKTSSNGENVHLGSGDGQSKDSGPLPQVEKKLKCTVEGCDRTFVWPAHFKYHLKTHRNDRSFICPAEGCGKSFYVLQRLKVHMRTHNGEKPFMCHESGCGKQFTTAGNLKNHR.... (3) The miRNA is hsa-miR-5189-5p with sequence UCUGGGCACAGGCGGAUGGACAGG. The protein sequence of the target gene is MAAGTSSYWEDLRKQARQLENELDLKLVSFSKLCTSYSHSSTRDGRRDRYSSDTTPLLNGSSQDRMFETMAIEIEQLLARLTGVNDKMAEYTNSAGVPSLNAALMHTLQRHRDILQDYTHEFHKTKANFMAIRERENLMGSVRKDIESYKSGSGVNNRRTELFLKEHDHLRNSDRLIEETISIAMATKENMTSQRGMLKSIHSKMNTLANRFPAVNSLIQRINLRKRRDSLILGGVIGICTILLLLYAFH. Result: 1 (interaction). (4) The miRNA is hsa-miR-590-3p with sequence UAAUUUUAUGUAUAAGCUAGU. The protein sequence of the target gene is MEPQLGPEAAALRPGWLALLLWVSALSCSFSLPASSLSSLVPQVRTSYNFGRTFLGLDKCNACIGTSICKKFFKEEIRSDNWLASHLGLPPDSLLSYPANYSDDSKIWRPVEIFRLVSKYQNEISDRRICASASAPKTCSIERVLRKTERFQKWLQAKRLTPDLVQGLASPLLRCPSQRLLDRVVRRYAEVADAGSIFMDHFTDRDKLRLLYTLAVNSHPILLQIFPGAEGWPLPKYLGSCGRFLVSTSTRPLQEFYDAPPDQAADLAYQLLGVLESLRSNDLNYFFYFTHIDAGMFGVF.... Result: 1 (interaction). (5) The miRNA is rno-let-7g-5p with sequence UGAGGUAGUAGUUUGUACAGUU. The protein sequence of the target gene is MSHGTYYECEPRGGQQPLEFSGGRAGPGELGDMCEHEASIDLSAYIESGEEQLLSDLFAMKPTPEARSLKGPGAPSFPHYLPADPRPFAYPSHTFGPDRKALGPGIYSNPGSYDPRAVAVKEEPRGPEGNRGTSRGSYNPLQYQVAHCGQTAVHLPPTLAAPGQPLRVLKAPVAAAAPPCSPLLKAPSPAGPSHKGKKAVNKDSLEYRLRRERNNIAVRKSRDKAKRRIMETQQKVLEYMAENERLRNRVDQLTQELDTLRNLFRQIPEAASLIKGVGGCS. Result: 0 (no interaction).